From a dataset of HIV replication inhibition screening data with 41,000+ compounds from the AIDS Antiviral Screen. Binary Classification. Given a drug SMILES string, predict its activity (active/inactive) in a high-throughput screening assay against a specified biological target. (1) The compound is Cc1nnc2ccccc2c1O. The result is 0 (inactive). (2) The result is 0 (inactive). The compound is COc1cc2c(=O)cnoc2cc1O.